This data is from Catalyst prediction with 721,799 reactions and 888 catalyst types from USPTO. The task is: Predict which catalyst facilitates the given reaction. (1) Reactant: [C:1]([O:5][C:6]([NH:8][C@@H:9]1[C:23](=[O:24])[N:22]2[CH2:25][C@H:26]([O:28][C:29]3[C:38]([CH2:39][CH3:40])=[N:37][C:36]4[C:31](=[CH:32][CH:33]=[CH:34][CH:35]=4)[N:30]=3)[CH2:27][C@H:21]2[C:20](=[O:41])[NH:19][C@:18]2([C:43]([OH:45])=O)[CH2:42][C@H:17]2[CH2:16][C:15]([F:47])([F:46])[CH2:14][CH2:13][CH2:12][CH2:11][CH2:10]1)=[O:7])([CH3:4])([CH3:3])[CH3:2].ClC(Cl)C.C(N1C=CN=C1)(N1C=CN=C1)=O.[CH:64]1([S:67]([NH2:70])(=[O:69])=[O:68])[CH2:66][CH2:65]1.C1CCN2C(=NCCC2)CC1.Cl. Product: [CH:64]1([S:67]([NH:70][C:43]([C@@:18]23[CH2:42][C@H:17]2[CH2:16][C:15]([F:47])([F:46])[CH2:14][CH2:13][CH2:12][CH2:11][CH2:10][C@H:9]([NH:8][C:6](=[O:7])[O:5][C:1]([CH3:4])([CH3:2])[CH3:3])[C:23](=[O:24])[N:22]2[CH2:25][C@H:26]([O:28][C:29]4[C:38]([CH2:39][CH3:40])=[N:37][C:36]5[C:31](=[CH:32][CH:33]=[CH:34][CH:35]=5)[N:30]=4)[CH2:27][C@H:21]2[C:20](=[O:41])[NH:19]3)=[O:45])(=[O:69])=[O:68])[CH2:66][CH2:65]1. The catalyst class is: 4. (2) Reactant: [C:1]12([CH2:11]O)C[CH:5]3[CH2:6][CH:7]([CH2:9][CH:3]([CH2:4]3)C1)[CH2:8]2.[OH:13][C:14]1[CH:15]=[C:16]2[C:21](=[CH:22][CH:23]=1)[N:20]=[CH:19][CH:18]=[CH:17]2.C1(P(C2C=CC=CC=2)C2C=CC=CC=2)C=CC=CC=1.[N:43](C(OCC)=O)=NC(OCC)=O. Product: [N:20]1[C:21]2[C:16](=[CH:15][C:14]([O:13][C:5]3[CH:6]=[C:7]4[C:9](=[CH:3][CH:4]=3)[N:43]=[CH:11][CH:1]=[CH:8]4)=[CH:23][CH:22]=2)[CH:17]=[CH:18][CH:19]=1. The catalyst class is: 7. (3) Product: [O:11]=[C:6]1[C:5]2([CH2:16][CH2:15][CH2:14][CH2:13][CH2:12]2)[C:4]2[C:8](=[CH:9][CH:10]=[C:2]([C:20]3[N:21]([C:25]([O:27][C:28]([CH3:31])([CH3:30])[CH3:29])=[O:26])[CH:22]=[CH:23][CH:24]=3)[CH:3]=2)[NH:7]1. Reactant: Br[C:2]1[CH:3]=[C:4]2[C:8](=[CH:9][CH:10]=1)[NH:7][C:6](=[O:11])[C:5]12[CH2:16][CH2:15][CH2:14][CH2:13][CH2:12]1.B([C:20]1[N:21]([C:25]([O:27][C:28]([CH3:31])([CH3:30])[CH3:29])=[O:26])[CH:22]=[CH:23][CH:24]=1)(O)O.C([O-])([O-])=O.[K+].[K+]. The catalyst class is: 6. (4) Reactant: [OH:1][C:2]1[CH:9]=[C:8]([OH:10])[CH:7]=[CH:6][C:3]=1[CH:4]=[O:5].Br[CH2:12][CH2:13][CH2:14][CH2:15][CH2:16][CH2:17][CH2:18][CH2:19][CH2:20][CH3:21].C(=O)([O-])O.[K+].[I-].[K+].Cl. Product: [CH2:12]([O:10][C:8]1[CH:9]=[C:2]([OH:1])[C:3](=[CH:6][CH:7]=1)[CH:4]=[O:5])[CH2:13][CH2:14][CH2:15][CH2:16][CH2:17][CH2:18][CH2:19][CH2:20][CH3:21]. The catalyst class is: 3. (5) Reactant: [CH3:1][O:2][C:3](=[O:16])[C:4]1[CH:9]=[CH:8][C:7]([C:10]([CH3:13])([CH3:12])[CH3:11])=[C:6]([O:14]C)[CH:5]=1.B(Br)(Br)Br. Product: [CH3:1][O:2][C:3](=[O:16])[C:4]1[CH:9]=[CH:8][C:7]([C:10]([CH3:11])([CH3:12])[CH3:13])=[C:6]([OH:14])[CH:5]=1. The catalyst class is: 2. (6) Reactant: [N:1]([CH2:4][C@H:5]([CH:29]1[CH2:31][CH2:30]1)[C@H:6]([C@H:15]1[CH2:19][O:18]C(C)(C)[N:16]1[C:22]([O:24][C:25]([CH3:28])([CH3:27])[CH3:26])=[O:23])[O:7][Si:8]([C:11]([CH3:14])([CH3:13])[CH3:12])([CH3:10])[CH3:9])=[N+:2]=[N-:3].C(O)(C(F)(F)F)=O.CCN(C(C)C)C(C)C.CC(OC(OC(OC(C)(C)C)=O)=O)(C)C. Product: [N:1]([CH2:4][C@H:5]([CH:29]1[CH2:30][CH2:31]1)[C@@H:6]([O:7][Si:8]([C:11]([CH3:14])([CH3:13])[CH3:12])([CH3:10])[CH3:9])[C@H:15]([NH:16][C:22](=[O:23])[O:24][C:25]([CH3:28])([CH3:26])[CH3:27])[CH2:19][OH:18])=[N+:2]=[N-:3]. The catalyst class is: 5. (7) Reactant: CO.C(OC(=O)[N:9]([CH2:31][C:32]1[CH:41]=[CH:40][C:35]2[O:36][CH2:37][CH2:38][O:39][C:34]=2[CH:33]=1)[CH:10]1[CH2:15][CH2:14][N:13]([CH2:16][CH2:17][N:18]2[C:27]3[C:22](=[C:23]([O:28][CH3:29])[CH:24]=[CH:25][CH:26]=3)[CH:21]=[CH:20][C:19]2=[O:30])[CH2:12][CH2:11]1)(C)(C)C.[ClH:43].C(OCC)(=O)C. Product: [ClH:43].[O:36]1[C:35]2[CH:40]=[CH:41][C:32]([CH2:31][NH:9][CH:10]3[CH2:15][CH2:14][N:13]([CH2:16][CH2:17][N:18]4[C:27]5[C:22](=[C:23]([O:28][CH3:29])[CH:24]=[CH:25][CH:26]=5)[CH:21]=[CH:20][C:19]4=[O:30])[CH2:12][CH2:11]3)=[CH:33][C:34]=2[O:39][CH2:38][CH2:37]1. The catalyst class is: 13. (8) Reactant: [F:1][C:2]1[CH:3]=[C:4]([CH:6]=[CH:7][CH:8]=1)[NH2:5].C(N(CC)CC)C.[Cl:16][CH2:17][CH2:18][C:19](Cl)=[O:20]. Product: [Cl:16][CH2:17][CH2:18][C:19]([NH:5][C:4]1[CH:6]=[CH:7][CH:8]=[C:2]([F:1])[CH:3]=1)=[O:20]. The catalyst class is: 46. (9) Reactant: [C:1]([C:4]1[CH:14]=[C:13]([Br:15])[CH:12]=[CH:11][C:5]=1[O:6][CH2:7]C(O)=O)(=O)[CH3:2].CC([O-])=O.[Na+].[OH-].[Na+]. The catalyst class is: 152. Product: [Br:15][C:13]1[CH:12]=[CH:11][C:5]2[O:6][CH:7]=[C:1]([CH3:2])[C:4]=2[CH:14]=1.